The task is: Predict the reactants needed to synthesize the given product.. This data is from Full USPTO retrosynthesis dataset with 1.9M reactions from patents (1976-2016). (1) Given the product [F:1][C:2]1[CH:7]=[CH:6][C:5]([C@H:8]([NH:10][C@H:11]2[CH2:15][CH2:14][C@@H:13]([C:16]3[CH:21]=[CH:20][C:19]([NH:36][CH:33]4[CH2:34][CH2:35][N:30]([S:27]([CH3:26])(=[O:29])=[O:28])[CH2:31][CH2:32]4)=[N:18][CH:17]=3)[CH2:12]2)[CH3:9])=[CH:4][C:3]=1[O:23][CH3:24], predict the reactants needed to synthesize it. The reactants are: [F:1][C:2]1[CH:7]=[CH:6][C:5]([C@H:8]([NH:10][C@H:11]2[CH2:15][CH2:14][C@@H:13]([C:16]3[CH:17]=[N:18][C:19](F)=[CH:20][CH:21]=3)[CH2:12]2)[CH3:9])=[CH:4][C:3]=1[O:23][CH3:24].Cl.[CH3:26][S:27]([N:30]1[CH2:35][CH2:34][CH:33]([NH2:36])[CH2:32][CH2:31]1)(=[O:29])=[O:28]. (2) Given the product [CH2:15]([O:1][C:2]1[CH:11]=[C:10]2[C:5]([CH:6]=[C:7]([CH:12]=[O:13])[CH:8]=[N:9]2)=[CH:4][CH:3]=1)[CH2:16][CH2:17][CH2:18][CH2:19][CH2:20][CH3:21], predict the reactants needed to synthesize it. The reactants are: [OH:1][C:2]1[CH:11]=[C:10]2[C:5]([CH:6]=[C:7]([CH:12]=[O:13])[CH:8]=[N:9]2)=[CH:4][CH:3]=1.Br[CH2:15][CH2:16][CH2:17][CH2:18][CH2:19][CH2:20][CH3:21].C([O-])([O-])=O.[K+].[K+].O.